The task is: Predict the reaction yield, written as a fraction of the theoretical maximum amount of product (1.0 means a 100% yield; for example, 0.34 means a 34% yield).. This data is from Reaction yield outcomes from USPTO patents with 853,638 reactions. (1) The reactants are [CH3:1][S:2]([C:4]1[CH:5]=[C:6]([CH2:10][C:11]([OH:13])=[O:12])[CH:7]=[CH:8][CH:9]=1)=[O:3].[C:14](N1C=CN=C1)(N1C=CN=C1)=O.CO. The catalyst is C1COCC1. The product is [CH3:1][S:2]([C:4]1[CH:5]=[C:6]([CH2:10][C:11]([O:13][CH3:14])=[O:12])[CH:7]=[CH:8][CH:9]=1)=[O:3]. The yield is 0.820. (2) The reactants are BrC[C:3]1[C:12]([N+:13]([O-:15])=[O:14])=[CH:11][C:10]([Cl:16])=[CH:9][C:4]=1[C:5]([O:7][CH3:8])=[O:6]. The catalyst is O1CCOCC1.O. The product is [Cl:16][C:10]1[CH:9]=[C:4]2[C:3]([CH2:8][O:7][C:5]2=[O:6])=[C:12]([N+:13]([O-:15])=[O:14])[CH:11]=1. The yield is 0.820. (3) The reactants are [Br:1][C:2]1[NH:3][CH:4]=[C:5]([N+:7]([O-:9])=[O:8])[N:6]=1.[Si:10]([O:17][CH2:18][CH:19]([O:22][CH:23]1[CH2:28][CH2:27][CH2:26][CH2:25][O:24]1)[CH2:20]Cl)([C:13]([CH3:16])([CH3:15])[CH3:14])([CH3:12])[CH3:11].C(=O)([O-])[O-].[K+].[K+].[I-].[Na+]. The catalyst is CN(C)C=O. The product is [Br:1][C:2]1[N:3]([CH2:20][CH:19]([O:22][CH:23]2[CH2:28][CH2:27][CH2:26][CH2:25][O:24]2)[CH2:18][O:17][Si:10]([C:13]([CH3:16])([CH3:14])[CH3:15])([CH3:12])[CH3:11])[CH:4]=[C:5]([N+:7]([O-:9])=[O:8])[N:6]=1. The yield is 0.687. (4) The reactants are C([N:8]1[CH2:13][CH2:12][C:11]([C:15]2[CH:20]=[C:19]([F:21])[CH:18]=[CH:17][C:16]=2[O:22][CH3:23])([OH:14])[CH2:10][CH2:9]1)C1C=CC=CC=1. The catalyst is CO. The product is [F:21][C:19]1[CH:18]=[CH:17][C:16]([O:22][CH3:23])=[C:15]([C:11]2([OH:14])[CH2:10][CH2:9][NH:8][CH2:13][CH2:12]2)[CH:20]=1. The yield is 0.690. (5) The reactants are Br[C:2]1[CH:26]=[CH:25][C:5]([O:6][C:7]2[CH:14]=[CH:13][C:10]([C:11]#[N:12])=[C:9]([O:15][CH2:16][CH2:17][O:18][CH:19]3[CH2:24][CH2:23][CH2:22][CH2:21][O:20]3)[N:8]=2)=[CH:4][C:3]=1[CH:27]=[O:28].[B:29]1([B:29]2[O:33][C:32]([CH3:35])([CH3:34])[C:31]([CH3:37])([CH3:36])[O:30]2)[O:33][C:32]([CH3:35])([CH3:34])[C:31]([CH3:37])([CH3:36])[O:30]1.C([O-])(=O)C.[K+]. The catalyst is O1CCOCC1.C1C=CC(P(C2C=CC=CC=2)[C-]2C=CC=C2)=CC=1.C1C=CC(P(C2C=CC=CC=2)[C-]2C=CC=C2)=CC=1.Cl[Pd]Cl.[Fe+2]. The product is [CH:27]([C:3]1[CH:4]=[C:5]([CH:25]=[CH:26][C:2]=1[B:29]1[O:33][C:32]([CH3:35])([CH3:34])[C:31]([CH3:37])([CH3:36])[O:30]1)[O:6][C:7]1[CH:14]=[CH:13][C:10]([C:11]#[N:12])=[C:9]([O:15][CH2:16][CH2:17][O:18][CH:19]2[CH2:24][CH2:23][CH2:22][CH2:21][O:20]2)[N:8]=1)=[O:28]. The yield is 0.720. (6) The catalyst is C(#N)C.CN(C)C1C=CN=CC=1.C(OCC)(=O)C. The product is [Cl:41][C:42]1[CH:43]=[CH:44][C:45]([S:48]([NH:51][C:26](=[O:28])/[CH:25]=[CH:24]/[C:14]2[CH:15]=[CH:16][C:17]([O:19][CH2:20][CH2:21][O:22][CH3:23])=[CH:18][C:13]=2[O:12][C:3]2[C:2]([Cl:1])=[CH:7][C:6]([C:8]([F:11])([F:10])[F:9])=[CH:5][N:4]=2)(=[O:49])=[O:50])=[CH:46][CH:47]=1. The yield is 0.720. The reactants are [Cl:1][C:2]1[C:3]([O:12][C:13]2[CH:18]=[C:17]([O:19][CH2:20][CH2:21][O:22][CH3:23])[CH:16]=[CH:15][C:14]=2/[CH:24]=[CH:25]/[C:26]([OH:28])=O)=[N:4][CH:5]=[C:6]([C:8]([F:11])([F:10])[F:9])[CH:7]=1.Cl.C(N=C=NCCCN(C)C)C.[Cl:41][C:42]1[CH:47]=[CH:46][C:45]([S:48]([NH2:51])(=[O:50])=[O:49])=[CH:44][CH:43]=1.Cl. (7) The reactants are [C:1]1([CH2:7][C:8]([C:10]2[CH:15]=[CH:14][C:13]([C:16]3([NH:20][C:21](=[O:27])[O:22][C:23]([CH3:26])([CH3:25])[CH3:24])[CH2:19][CH2:18][CH2:17]3)=[CH:12][CH:11]=2)=[O:9])[CH:6]=[CH:5][CH:4]=[CH:3][CH:2]=1.[BrH:28].[NH+]1C=CC=CC=1. The catalyst is C1COCC1. The product is [Br:28][CH:7]([C:1]1[CH:6]=[CH:5][CH:4]=[CH:3][CH:2]=1)[C:8]([C:10]1[CH:15]=[CH:14][C:13]([C:16]2([NH:20][C:21](=[O:27])[O:22][C:23]([CH3:24])([CH3:26])[CH3:25])[CH2:19][CH2:18][CH2:17]2)=[CH:12][CH:11]=1)=[O:9]. The yield is 0.930. (8) The reactants are [OH:1][CH2:2][CH2:3][NH:4][S:5]([C:8]1[CH:13]=[CH:12][CH:11]=[CH:10][C:9]=1[N+:14]([O-])=O)(=[O:7])=[O:6]. The catalyst is CO.[Pd]. The product is [NH2:14][C:9]1[CH:10]=[CH:11][CH:12]=[CH:13][C:8]=1[S:5]([NH:4][CH2:3][CH2:2][OH:1])(=[O:7])=[O:6]. The yield is 0.800. (9) The reactants are [NH2:1][C:2]1[CH:7]=[CH:6][C:5]([S:8][C:9]2[CH:14]=[CH:13][C:12]([S:15]([NH:18][C:19]3[CH:24]=[CH:23][C:22]([Br:25])=[CH:21][CH:20]=3)(=[O:17])=[O:16])=[CH:11][C:10]=2[N+:26]([O-:28])=[O:27])=[CH:4][CH:3]=1.[C:29](O[C:29]([O:31][C:32]([CH3:35])([CH3:34])[CH3:33])=[O:30])([O:31][C:32]([CH3:35])([CH3:34])[CH3:33])=[O:30]. The catalyst is O1CCOCC1. The product is [C:32]([O:31][C:29](=[O:30])[NH:1][C:2]1[CH:7]=[CH:6][C:5]([S:8][C:9]2[CH:14]=[CH:13][C:12]([S:15](=[O:16])(=[O:17])[NH:18][C:19]3[CH:24]=[CH:23][C:22]([Br:25])=[CH:21][CH:20]=3)=[CH:11][C:10]=2[N+:26]([O-:28])=[O:27])=[CH:4][CH:3]=1)([CH3:35])([CH3:34])[CH3:33]. The yield is 0.690. (10) The reactants are Cl.[NH2:2][C:3]1[C:4]2[C:14]([O:15][CH2:16][C@H:17]3[CH2:22][CH2:21][CH2:20][NH:19][CH2:18]3)=[CH:13][CH:12]=[CH:11][C:5]=2[NH:6][S:7](=[O:10])(=[O:9])[N:8]=1.C(N(CC)CC)C.[CH:30]1([CH2:33][C:34](O)=[O:35])[CH2:32][CH2:31]1.C1C=CC2N(O)N=NC=2C=1.CCN=C=NCCCN(C)C.Cl. The catalyst is O.C(#N)C. The product is [NH2:2][C:3]1[C:4]2[C:14]([O:15][CH2:16][C@H:17]3[CH2:22][CH2:21][CH2:20][N:19]([C:34](=[O:35])[CH2:33][CH:30]4[CH2:32][CH2:31]4)[CH2:18]3)=[CH:13][CH:12]=[CH:11][C:5]=2[NH:6][S:7](=[O:9])(=[O:10])[N:8]=1. The yield is 0.523.